Regression. Given two drug SMILES strings and cell line genomic features, predict the synergy score measuring deviation from expected non-interaction effect. From a dataset of NCI-60 drug combinations with 297,098 pairs across 59 cell lines. (1) Drug 1: CS(=O)(=O)CCNCC1=CC=C(O1)C2=CC3=C(C=C2)N=CN=C3NC4=CC(=C(C=C4)OCC5=CC(=CC=C5)F)Cl. Drug 2: C1CN(P(=O)(OC1)NCCCl)CCCl. Cell line: SN12C. Synergy scores: CSS=0.0340, Synergy_ZIP=0.456, Synergy_Bliss=0.584, Synergy_Loewe=-5.37, Synergy_HSA=-1.93. (2) Drug 1: C1=CC(=CC=C1C#N)C(C2=CC=C(C=C2)C#N)N3C=NC=N3. Drug 2: CC1CCCC2(C(O2)CC(NC(=O)CC(C(C(=O)C(C1O)C)(C)C)O)C(=CC3=CSC(=N3)C)C)C. Cell line: U251. Synergy scores: CSS=49.1, Synergy_ZIP=0.597, Synergy_Bliss=-2.12, Synergy_Loewe=-20.1, Synergy_HSA=-0.294. (3) Drug 1: CN(C)C1=NC(=NC(=N1)N(C)C)N(C)C. Drug 2: CC1=C(C=C(C=C1)C(=O)NC2=CC(=CC(=C2)C(F)(F)F)N3C=C(N=C3)C)NC4=NC=CC(=N4)C5=CN=CC=C5. Cell line: SK-MEL-2. Synergy scores: CSS=-1.96, Synergy_ZIP=4.58, Synergy_Bliss=5.87, Synergy_Loewe=2.95, Synergy_HSA=2.08. (4) Drug 1: C1=C(C(=O)NC(=O)N1)N(CCCl)CCCl. Drug 2: CC1CCCC2(C(O2)CC(NC(=O)CC(C(C(=O)C(C1O)C)(C)C)O)C(=CC3=CSC(=N3)C)C)C. Cell line: KM12. Synergy scores: CSS=11.1, Synergy_ZIP=-3.34, Synergy_Bliss=-3.79, Synergy_Loewe=-0.0825, Synergy_HSA=-0.191. (5) Drug 1: C1CCC(C1)C(CC#N)N2C=C(C=N2)C3=C4C=CNC4=NC=N3. Drug 2: CCC1(C2=C(COC1=O)C(=O)N3CC4=CC5=C(C=CC(=C5CN(C)C)O)N=C4C3=C2)O.Cl. Cell line: NCI-H522. Synergy scores: CSS=25.4, Synergy_ZIP=-6.60, Synergy_Bliss=-2.98, Synergy_Loewe=-36.2, Synergy_HSA=-0.875. (6) Drug 2: C1CN1C2=NC(=NC(=N2)N3CC3)N4CC4. Drug 1: CCC1=C2CN3C(=CC4=C(C3=O)COC(=O)C4(CC)O)C2=NC5=C1C=C(C=C5)O. Synergy scores: CSS=23.8, Synergy_ZIP=-6.47, Synergy_Bliss=-1.57, Synergy_Loewe=0.0573, Synergy_HSA=0.326. Cell line: MALME-3M. (7) Drug 1: CC1=C(C(=O)C2=C(C1=O)N3CC4C(C3(C2COC(=O)N)OC)N4)N. Drug 2: C1CNP(=O)(OC1)N(CCCl)CCCl. Cell line: SW-620. Synergy scores: CSS=18.5, Synergy_ZIP=-5.50, Synergy_Bliss=3.17, Synergy_Loewe=-26.3, Synergy_HSA=-0.674. (8) Drug 1: CC1CCC2CC(C(=CC=CC=CC(CC(C(=O)C(C(C(=CC(C(=O)CC(OC(=O)C3CCCCN3C(=O)C(=O)C1(O2)O)C(C)CC4CCC(C(C4)OC)OCCO)C)C)O)OC)C)C)C)OC. Drug 2: CC(C)(C#N)C1=CC(=CC(=C1)CN2C=NC=N2)C(C)(C)C#N. Cell line: HCT-15. Synergy scores: CSS=-20.5, Synergy_ZIP=12.5, Synergy_Bliss=8.01, Synergy_Loewe=-9.71, Synergy_HSA=-8.25. (9) Drug 1: COC1=CC(=CC(=C1O)OC)C2C3C(COC3=O)C(C4=CC5=C(C=C24)OCO5)OC6C(C(C7C(O6)COC(O7)C8=CC=CS8)O)O. Drug 2: CC1=CC=C(C=C1)C2=CC(=NN2C3=CC=C(C=C3)S(=O)(=O)N)C(F)(F)F. Cell line: SNB-75. Synergy scores: CSS=21.5, Synergy_ZIP=-1.70, Synergy_Bliss=4.79, Synergy_Loewe=-14.1, Synergy_HSA=4.83.